This data is from Forward reaction prediction with 1.9M reactions from USPTO patents (1976-2016). The task is: Predict the product of the given reaction. (1) Given the reactants Cl[CH2:2][C:3]([N:5]1[CH:10]2[CH2:11][CH2:12][CH:6]1[CH2:7][N:8]([CH2:13][C:14]1[CH:19]=[CH:18][C:17]([F:20])=[CH:16][CH:15]=1)[CH2:9]2)=[O:4].[N+:21]([C:24]1[CH:29]=[C:28]([C:30]([F:33])([F:32])[F:31])[CH:27]=[CH:26][C:25]=1[OH:34])([O-:23])=[O:22].C(=O)([O-])[O-].[K+].[K+].[I-].[K+], predict the reaction product. The product is: [F:20][C:17]1[CH:18]=[CH:19][C:14]([CH2:13][N:8]2[CH2:7][CH:6]3[N:5]([C:3](=[O:4])[CH2:2][O:34][C:25]4[CH:26]=[CH:27][C:28]([C:30]([F:33])([F:32])[F:31])=[CH:29][C:24]=4[N+:21]([O-:23])=[O:22])[CH:10]([CH2:11][CH2:12]3)[CH2:9]2)=[CH:15][CH:16]=1. (2) Given the reactants [CH2:1]([C:4]1[CH:9]=[C:8]([N+:10]([O-])=O)[CH:7]=[CH:6][C:5]=1[O:13][CH3:14])[CH:2]=[CH2:3].[Cl-].[NH4+], predict the reaction product. The product is: [CH2:1]([C:4]1[CH:9]=[C:8]([NH2:10])[CH:7]=[CH:6][C:5]=1[O:13][CH3:14])[CH:2]=[CH2:3].